This data is from Full USPTO retrosynthesis dataset with 1.9M reactions from patents (1976-2016). The task is: Predict the reactants needed to synthesize the given product. Given the product [CH3:33][N:34]([CH3:35])[C:15]([C@@H:14]([NH:13][C:11]([C:9]1[CH:8]=[CH:7][C:6]2[N:2]([CH3:1])[C:3]([NH:19][C:20]3[S:21][C:22]4[CH:28]=[C:27]([C:29]([F:32])([F:30])[F:31])[CH:26]=[CH:25][C:23]=4[N:24]=3)=[N:4][C:5]=2[CH:10]=1)=[O:12])[CH3:18])=[O:16], predict the reactants needed to synthesize it. The reactants are: [CH3:1][N:2]1[C:6]2[CH:7]=[CH:8][C:9]([C:11]([NH:13][C@@H:14]([CH3:18])[C:15](O)=[O:16])=[O:12])=[CH:10][C:5]=2[N:4]=[C:3]1[NH:19][C:20]1[S:21][C:22]2[CH:28]=[C:27]([C:29]([F:32])([F:31])[F:30])[CH:26]=[CH:25][C:23]=2[N:24]=1.[CH3:33][NH:34][CH3:35].CN(C(ON1N=NC2C=CC=CC1=2)=[N+](C)C)C.F[P-](F)(F)(F)(F)F.CCN(C(C)C)C(C)C.